The task is: Predict which catalyst facilitates the given reaction.. This data is from Catalyst prediction with 721,799 reactions and 888 catalyst types from USPTO. (1) Reactant: [F:1][C:2]1[CH:24]=[C:23]([N+:25]([O-])=O)[CH:22]=[CH:21][C:3]=1[O:4][C:5]1[CH:10]=[CH:9][N:8]=[C:7]2[CH:11]=[C:12]([C:14]3[CH2:15][CH2:16][N:17]([CH3:20])[CH2:18][CH:19]=3)[S:13][C:6]=12.[NH4+].[Cl-].O. Product: [F:1][C:2]1[CH:24]=[C:23]([CH:22]=[CH:21][C:3]=1[O:4][C:5]1[CH:10]=[CH:9][N:8]=[C:7]2[CH:11]=[C:12]([C:14]3[CH2:15][CH2:16][N:17]([CH3:20])[CH2:18][CH:19]=3)[S:13][C:6]=12)[NH2:25]. The catalyst class is: 447. (2) Reactant: [N+:1]([C:4]1[CH:12]=[CH:11][C:7]([C:8](O)=[O:9])=[C:6]([F:13])[CH:5]=1)([O-:3])=[O:2].Cl.[CH3:15][NH:16][O:17][CH3:18].C1C=CC2N(O)N=NC=2C=1.C(Cl)CCl. Product: [CH3:18][O:17][N:16]([CH3:15])[C:8](=[O:9])[C:7]1[CH:11]=[CH:12][C:4]([N+:1]([O-:3])=[O:2])=[CH:5][C:6]=1[F:13]. The catalyst class is: 17. (3) Reactant: [CH3:1][O:2][C:3]1[CH:4]=[C:5]([C:11]2[CH:12]=[CH:13][C:14]3[N:15]=[CH:16][NH:17][C:18](=O)[C:19]=3[N:20]=2)[CH:6]=[CH:7][C:8]=1[O:9][CH3:10].P(Cl)(Cl)([Cl:24])=O.N1C(C)=CC=CC=1C. Product: [Cl:24][C:18]1[C:19]2[N:20]=[C:11]([C:5]3[CH:6]=[CH:7][C:8]([O:9][CH3:10])=[C:3]([O:2][CH3:1])[CH:4]=3)[CH:12]=[CH:13][C:14]=2[N:15]=[CH:16][N:17]=1. The catalyst class is: 11. (4) Reactant: C1(P(C2CCCCC2)C2C=CC=CC=2C2C(C(C)C)=CC(C(C)C)=CC=2C(C)C)CCCCC1.[O:35]1[CH2:40][CH2:39][N:38]([C:41]2[C:46]([NH2:47])=[CH:45][C:44]([N:48]3[CH2:53][CH2:52][O:51][CH2:50][CH2:49]3)=[CH:43][N:42]=2)[CH2:37][CH2:36]1.Cl[C:55]1[C:64]2[C:59](=[CH:60][C:61]([F:66])=[CH:62][C:63]=2[F:65])[N:58]=[C:57]([C:67]2[CH:72]=[CH:71][CH:70]=[C:69]([CH3:73])[N:68]=2)[C:56]=1[CH3:74].CC(C)([O-])C.[Na+]. Product: [N:38]1([C:41]2[C:46]([NH:47][C:55]3[C:64]4[C:59](=[CH:60][C:61]([F:66])=[CH:62][C:63]=4[F:65])[N:58]=[C:57]([C:67]4[CH:72]=[CH:71][CH:70]=[C:69]([CH3:73])[N:68]=4)[C:56]=3[CH3:74])=[CH:45][C:44]([N:48]3[CH2:49][CH2:50][O:51][CH2:52][CH2:53]3)=[CH:43][N:42]=2)[CH2:39][CH2:40][O:35][CH2:36][CH2:37]1. The catalyst class is: 882. (5) Reactant: [N:1]1[C:10]2[C:5](=[CH:6][CH:7]=[C:8]([C:11]3[N:16]=[CH:15][N:14]=[C:13]([NH:17][C:18]4[CH:23]=[CH:22][C:21]([C:24]([F:27])([F:26])[F:25])=[CH:20][CH:19]=4)[CH:12]=3)[CH:9]=2)[CH:4]=[CH:3][CH:2]=1.[Br:28]N1C(=O)CCC1=O. Product: [Br:28][C:12]1[C:13]([NH:17][C:18]2[CH:23]=[CH:22][C:21]([C:24]([F:26])([F:27])[F:25])=[CH:20][CH:19]=2)=[N:14][CH:15]=[N:16][C:11]=1[C:8]1[CH:9]=[C:10]2[C:5]([CH:4]=[CH:3][CH:2]=[N:1]2)=[CH:6][CH:7]=1. The catalyst class is: 452.